From a dataset of Full USPTO retrosynthesis dataset with 1.9M reactions from patents (1976-2016). Predict the reactants needed to synthesize the given product. (1) Given the product [Cl:28][C:29]1[CH:34]=[C:33]([C:2]2[CH:3]=[C:4]3[C:9](=[CH:10][CH:11]=2)[N:8]=[CH:7][C:6]([C:12]([CH:14]2[CH2:15][CH2:16]2)=[O:13])=[C:5]3[NH:17][C:18]2[CH:23]=[CH:22][CH:21]=[C:20]([CH2:24][N:25]([CH3:27])[CH3:26])[CH:19]=2)[CH:32]=[C:31]([F:44])[C:30]=1[OH:45], predict the reactants needed to synthesize it. The reactants are: Br[C:2]1[CH:3]=[C:4]2[C:9](=[CH:10][CH:11]=1)[N:8]=[CH:7][C:6]([C:12]([CH:14]1[CH2:16][CH2:15]1)=[O:13])=[C:5]2[NH:17][C:18]1[CH:23]=[CH:22][CH:21]=[C:20]([CH2:24][N:25]([CH3:27])[CH3:26])[CH:19]=1.[Cl:28][C:29]1[CH:34]=[C:33](B2OC(C)(C)C(C)(C)O2)[CH:32]=[C:31]([F:44])[C:30]=1[OH:45]. (2) Given the product [CH2:30]([N:32]([CH2:33][CH3:34])[C:2]1[N:11]=[C:10]([NH:12][CH2:13][C:14]2[CH:15]=[CH:16][C:17]([NH:20][C:21](=[O:29])[C:22]3[CH:23]=[CH:24][C:25]([F:28])=[CH:26][CH:27]=3)=[CH:18][CH:19]=2)[C:9]2[C:4](=[CH:5][CH:6]=[CH:7][CH:8]=2)[N:3]=1)[CH3:31], predict the reactants needed to synthesize it. The reactants are: Cl[C:2]1[N:11]=[C:10]([NH:12][CH2:13][C:14]2[CH:19]=[CH:18][C:17]([NH:20][C:21](=[O:29])[C:22]3[CH:27]=[CH:26][C:25]([F:28])=[CH:24][CH:23]=3)=[CH:16][CH:15]=2)[C:9]2[C:4](=[CH:5][CH:6]=[CH:7][CH:8]=2)[N:3]=1.[CH2:30]([NH:32][CH2:33][CH3:34])[CH3:31]. (3) Given the product [Cl:1][C:2]1[N:3]=[CH:4][C:5]([C:8]([NH:18][C@@H:19]([CH3:35])[CH2:20][N:21]2[CH:25]=[CH:24][C:23]([C:26]3[CH:33]=[CH:32][C:29]([C:30]#[N:31])=[C:28]([Cl:34])[CH:27]=3)=[N:22]2)=[O:9])=[N:6][CH:7]=1, predict the reactants needed to synthesize it. The reactants are: [Cl:1][C:2]1[N:3]=[CH:4][C:5]([C:8](Cl)=[O:9])=[N:6][CH:7]=1.C(N(CC)CC)C.[NH2:18][C@@H:19]([CH3:35])[CH2:20][N:21]1[CH:25]=[CH:24][C:23]([C:26]2[CH:33]=[CH:32][C:29]([C:30]#[N:31])=[C:28]([Cl:34])[CH:27]=2)=[N:22]1. (4) Given the product [Br:11][C:12]1[CH:13]=[CH:14][C:15]([Cl:20])=[C:16]([CH2:17][C:5]2[S:1][C:2]([N:6]3[CH:10]=[CH:9][CH:8]=[N:7]3)=[CH:3][CH:4]=2)[CH:19]=1, predict the reactants needed to synthesize it. The reactants are: [S:1]1[CH:5]=[CH:4][CH:3]=[C:2]1[N:6]1[CH:10]=[CH:9][CH:8]=[N:7]1.[Br:11][C:12]1[CH:13]=[CH:14][C:15]([Cl:20])=[C:16]([CH:19]=1)[CH:17]=O. (5) The reactants are: Cl.[C:2]([N:5]1[CH2:10][CH2:9][CH:8]([NH2:11])[CH2:7][CH2:6]1)(=[O:4])[CH3:3].C(N(C(C)C)CC)(C)C.[F:21][C:22]1[CH:27]=[CH:26][C:25]([S:28](Cl)(=[O:30])=[O:29])=[CH:24][CH:23]=1. Given the product [C:2]([N:5]1[CH2:10][CH2:9][CH:8]([NH:11][S:28]([C:25]2[CH:26]=[CH:27][C:22]([F:21])=[CH:23][CH:24]=2)(=[O:30])=[O:29])[CH2:7][CH2:6]1)(=[O:4])[CH3:3], predict the reactants needed to synthesize it. (6) Given the product [C:1]([C:3]1[C@@H:8]([C:9]2[CH:14]=[CH:13][C:12]([C:15]#[N:16])=[CH:11][C:10]=2[S:17]([CH3:20])(=[O:19])=[O:18])[N:7]([CH2:21][C:22]([OH:24])=[O:23])[C:6](=[O:29])[N:5]([C:30]2[CH:35]=[CH:34][CH:33]=[C:32]([C:36]([F:37])([F:39])[F:38])[CH:31]=2)[C:4]=1[CH3:40])#[N:2], predict the reactants needed to synthesize it. The reactants are: [C:1]([C:3]1[C@H:8]([C:9]2[CH:14]=[CH:13][C:12]([C:15]#[N:16])=[CH:11][C:10]=2[S:17]([CH3:20])(=[O:19])=[O:18])[N:7]([CH2:21][C:22]([O:24]C(C)(C)C)=[O:23])[C:6](=[O:29])[N:5]([C:30]2[CH:35]=[CH:34][CH:33]=[C:32]([C:36]([F:39])([F:38])[F:37])[CH:31]=2)[C:4]=1[CH3:40])#[N:2].FC(F)(F)C(O)=O. (7) Given the product [CH3:73][P:74]([CH2:2][C:3]1[CH:4]=[C:5]([N:9]2[C:13]([C:14]([O:16][CH2:17][CH3:18])=[O:15])=[CH:12][C:11]([Si:19]([CH3:22])([CH3:21])[CH3:20])=[N:10]2)[CH:6]=[CH:7][CH:8]=1)([CH3:75])=[O:76], predict the reactants needed to synthesize it. The reactants are: Cl[CH2:2][C:3]1[CH:4]=[C:5]([N:9]2[C:13]([C:14]([O:16][CH2:17][CH3:18])=[O:15])=[CH:12][C:11]([Si:19]([CH3:22])([CH3:21])[CH3:20])=[N:10]2)[CH:6]=[CH:7][CH:8]=1.CC1(C)C2C(=C(P(C3C=CC=CC=3)C3C=CC=CC=3)C=CC=2)OC2C(P(C3C=CC=CC=3)C3C=CC=CC=3)=CC=CC1=2.[O-]P([O-])([O-])=O.[K+].[K+].[K+].[CH3:73][PH:74](=[O:76])[CH3:75].